This data is from Catalyst prediction with 721,799 reactions and 888 catalyst types from USPTO. The task is: Predict which catalyst facilitates the given reaction. (1) Reactant: [CH2:1]([C:8]#[N:9])[C:2]1[CH:7]=[CH:6][CH:5]=[CH:4][CH:3]=1.[H-].[Na+].Br[CH:13]([CH3:18])[C:14]([O:16][CH3:17])=[O:15].C([O-])(O)=O.[Na+]. Product: [CH3:17][O:16][C:14](=[O:15])[CH:13]([CH3:18])[CH:1]([C:8]#[N:9])[C:2]1[CH:7]=[CH:6][CH:5]=[CH:4][CH:3]=1. The catalyst class is: 1. (2) Reactant: [CH:1]1([NH:4][C:5](=[O:31])[C:6]2[CH:11]=[CH:10][C:9]([C:12]3[N:16]4[CH:17]=[C:18]([C:25]5[CH:30]=[CH:29][CH:28]=[CH:27][CH:26]=5)[N:19]=[C:20](S(C)(=O)=O)[C:15]4=[N:14][CH:13]=3)=[CH:8][CH:7]=2)[CH2:3][CH2:2]1.[NH2:32][CH2:33][CH2:34][C:35]#[C:36][CH2:37][NH:38][C:39](=[O:45])[O:40][C:41]([CH3:44])([CH3:43])[CH3:42].C1(C)C=CC=CC=1. Product: [CH:1]1([NH:4][C:5]([C:6]2[CH:11]=[CH:10][C:9]([C:12]3[N:16]4[CH:17]=[C:18]([C:25]5[CH:30]=[CH:29][CH:28]=[CH:27][CH:26]=5)[N:19]=[C:20]([NH:32][CH2:33][CH2:34][C:35]#[C:36][CH2:37][NH:38][C:39](=[O:45])[O:40][C:41]([CH3:43])([CH3:42])[CH3:44])[C:15]4=[N:14][CH:13]=3)=[CH:8][CH:7]=2)=[O:31])[CH2:3][CH2:2]1. The catalyst class is: 9. (3) Reactant: [Cl:1][C:2]1[CH:7]=[CH:6][C:5]([CH:8]([C:38]2[CH:43]=[CH:42][C:41]([Cl:44])=[CH:40][CH:39]=2)[C:9]2[CH:10]=[C:11]3[C:16](=[CH:17][CH:18]=2)[N:15]=[CH:14][N:13]=[C:12]3[NH:19][CH:20]2[CH2:25][CH2:24][N:23]([S:26]([C:29]3[S:33][C:32]([C:34]([O:36]C)=[O:35])=[CH:31][CH:30]=3)(=[O:28])=[O:27])[CH2:22][CH2:21]2)=[CH:4][CH:3]=1.[OH-].[Na+].Cl. Product: [Cl:1][C:2]1[CH:3]=[CH:4][C:5]([CH:8]([C:38]2[CH:39]=[CH:40][C:41]([Cl:44])=[CH:42][CH:43]=2)[C:9]2[CH:10]=[C:11]3[C:16](=[CH:17][CH:18]=2)[N:15]=[CH:14][N:13]=[C:12]3[NH:19][CH:20]2[CH2:25][CH2:24][N:23]([S:26]([C:29]3[S:33][C:32]([C:34]([OH:36])=[O:35])=[CH:31][CH:30]=3)(=[O:28])=[O:27])[CH2:22][CH2:21]2)=[CH:6][CH:7]=1. The catalyst class is: 5. (4) Reactant: [CH3:1][N:2]1[C:6]([C:7]2[CH:8]=[N:9][NH:10][C:11]=2[NH2:12])=[CH:5][CH:4]=[N:3]1.[Cl:13][C:14]1[CH:19]=[CH:18][C:17]([C:20](=O)[CH2:21][C:22](OCC)=[O:23])=[CH:16][C:15]=1[O:28][CH:29]([CH3:31])[CH3:30].CC1C=CC(S(O)(=O)=O)=CC=1. Product: [Cl:13][C:14]1[CH:19]=[CH:18][C:17]([C:20]2[NH:12][C:11]3[N:10]([N:9]=[CH:8][C:7]=3[C:6]3[N:2]([CH3:1])[N:3]=[CH:4][CH:5]=3)[C:22](=[O:23])[CH:21]=2)=[CH:16][C:15]=1[O:28][CH:29]([CH3:31])[CH3:30]. The catalyst class is: 114. (5) Reactant: C([O:4][C@@H:5]1[C@@H:10]([O:11]C(=O)C)[C@H:9]([O:15]C(=O)C)[C@@H:8]([CH2:19][O:20]C(=O)C)[O:7][C@H:6]1[C:24]1[S:25][C:26]([Cl:40])=[C:27]([CH2:29][C:30]2[CH:35]=[CH:34][C:33]([O:36]C(=O)C)=[CH:32][CH:31]=2)[CH:28]=1)(=O)C.C[O-].[Na+].CC(O)=O. Product: [Cl:40][C:26]1[S:25][C:24]([C@H:6]2[C@H:5]([OH:4])[C@@H:10]([OH:11])[C@H:9]([OH:15])[C@@H:8]([CH2:19][OH:20])[O:7]2)=[CH:28][C:27]=1[CH2:29][C:30]1[CH:35]=[CH:34][C:33]([OH:36])=[CH:32][CH:31]=1. The catalyst class is: 5.